From a dataset of NCI-60 drug combinations with 297,098 pairs across 59 cell lines. Regression. Given two drug SMILES strings and cell line genomic features, predict the synergy score measuring deviation from expected non-interaction effect. (1) Drug 1: C1CN1C2=NC(=NC(=N2)N3CC3)N4CC4. Drug 2: CS(=O)(=O)OCCCCOS(=O)(=O)C. Cell line: K-562. Synergy scores: CSS=40.7, Synergy_ZIP=1.81, Synergy_Bliss=2.94, Synergy_Loewe=-2.81, Synergy_HSA=5.00. (2) Drug 1: C1=CC(=C2C(=C1NCCNCCO)C(=O)C3=C(C=CC(=C3C2=O)O)O)NCCNCCO. Drug 2: CN(C(=O)NC(C=O)C(C(C(CO)O)O)O)N=O. Cell line: NCI-H460. Synergy scores: CSS=32.4, Synergy_ZIP=0.476, Synergy_Bliss=-3.98, Synergy_Loewe=-36.4, Synergy_HSA=-3.91. (3) Drug 1: C1CN1C2=NC(=NC(=N2)N3CC3)N4CC4. Drug 2: CN(C(=O)NC(C=O)C(C(C(CO)O)O)O)N=O. Cell line: SNB-19. Synergy scores: CSS=38.1, Synergy_ZIP=-3.29, Synergy_Bliss=0.744, Synergy_Loewe=-52.6, Synergy_HSA=0.718. (4) Drug 1: CCC1=CC2CC(C3=C(CN(C2)C1)C4=CC=CC=C4N3)(C5=C(C=C6C(=C5)C78CCN9C7C(C=CC9)(C(C(C8N6C)(C(=O)OC)O)OC(=O)C)CC)OC)C(=O)OC.C(C(C(=O)O)O)(C(=O)O)O. Drug 2: C1=CC(=CC=C1CC(C(=O)O)N)N(CCCl)CCCl.Cl. Cell line: MCF7. Synergy scores: CSS=29.5, Synergy_ZIP=-7.37, Synergy_Bliss=-4.20, Synergy_Loewe=-11.3, Synergy_HSA=-1.81. (5) Drug 1: C1C(C(OC1N2C=C(C(=O)NC2=O)F)CO)O. Drug 2: C1CN1C2=NC(=NC(=N2)N3CC3)N4CC4. Cell line: RXF 393. Synergy scores: CSS=16.2, Synergy_ZIP=-3.52, Synergy_Bliss=-1.36, Synergy_Loewe=-3.14, Synergy_HSA=0.0422.